From a dataset of Full USPTO retrosynthesis dataset with 1.9M reactions from patents (1976-2016). Predict the reactants needed to synthesize the given product. (1) Given the product [N:12]([N:7]([C:1]1[CH:6]=[CH:5][CH:4]=[CH:3][CH:2]=1)[CH2:8][C:9]([OH:11])=[O:10])=[O:13], predict the reactants needed to synthesize it. The reactants are: [C:1]1([NH:7][CH2:8][C:9]([OH:11])=[O:10])[CH:6]=[CH:5][CH:4]=[CH:3][CH:2]=1.[N:12]([O-])=[O:13].[Na+]. (2) The reactants are: [N+:1]([C:4]1[CH:5]=[CH:6][C:7]([O:10][C:11]2[CH:16]=[CH:15][C:14]([NH2:17])=[CH:13][CH:12]=2)=[N:8][CH:9]=1)([O-:3])=[O:2].[C:18](O[C:18]([O:20][C:21]([CH3:24])([CH3:23])[CH3:22])=[O:19])([O:20][C:21]([CH3:24])([CH3:23])[CH3:22])=[O:19]. Given the product [N+:1]([C:4]1[CH:5]=[CH:6][C:7]([O:10][C:11]2[CH:16]=[CH:15][C:14]([NH:17][C:18](=[O:19])[O:20][C:21]([CH3:24])([CH3:23])[CH3:22])=[CH:13][CH:12]=2)=[N:8][CH:9]=1)([O-:3])=[O:2], predict the reactants needed to synthesize it. (3) Given the product [N:1]1([C:14]([C:15]2[CH:20]=[CH:19][CH:18]=[CH:17][CH:16]=2)=[O:21])[CH2:2][CH2:3][CH:4]=[CH:5][CH2:6]1, predict the reactants needed to synthesize it. The reactants are: [NH:1]1[CH2:6][CH:5]=[CH:4][CH2:3][CH2:2]1.C(N(CC)CC)C.[C:14](Cl)(=[O:21])[C:15]1[CH:20]=[CH:19][CH:18]=[CH:17][CH:16]=1. (4) Given the product [NH2:1][C:2]1[C:7]2=[C:8]([C:14]3[CH:19]=[CH:18][C:17]([NH:20][C:21]([NH:23][C:24]4[CH:29]=[C:28]([C:30]([F:33])([F:32])[F:31])[CH:27]=[CH:26][C:25]=4[F:34])=[O:22])=[C:16]([F:35])[CH:15]=3)[CH:9]=[C:10]([CH2:11][CH2:12][Br:37])[N:6]2[N:5]=[CH:4][N:3]=1, predict the reactants needed to synthesize it. The reactants are: [NH2:1][C:2]1[C:7]2=[C:8]([C:14]3[CH:19]=[CH:18][C:17]([NH:20][C:21]([NH:23][C:24]4[CH:29]=[C:28]([C:30]([F:33])([F:32])[F:31])[CH:27]=[CH:26][C:25]=4[F:34])=[O:22])=[C:16]([F:35])[CH:15]=3)[CH:9]=[C:10]([CH2:11][CH2:12]O)[N:6]2[N:5]=[CH:4][N:3]=1.C(Br)(Br)(Br)[Br:37].C1C=CC(P(C2C=CC=CC=2)C2C=CC=CC=2)=CC=1.O. (5) Given the product [C:1]([O:5][C:6]([N:8]1[CH2:13][CH2:12][N:11]([C:14]2[C:15]3[C:29]([Cl:30])=[CH:28][N:27]=[C:26]([C:44]4[CH:43]=[CH:42][NH:41][N:40]=4)[C:16]=3[N:17]=[C:18]([C:20]3[CH:21]=[CH:22][N:23]=[CH:24][CH:25]=3)[N:19]=2)[CH2:10][CH2:9]1)=[O:7])([CH3:2])([CH3:4])[CH3:3], predict the reactants needed to synthesize it. The reactants are: [C:1]([O:5][C:6]([N:8]1[CH2:13][CH2:12][N:11]([C:14]2[C:15]3[C:29]([Cl:30])=[CH:28][N:27]=[C:26](Cl)[C:16]=3[N:17]=[C:18]([C:20]3[CH:25]=[CH:24][N:23]=[CH:22][CH:21]=3)[N:19]=2)[CH2:10][CH2:9]1)=[O:7])([CH3:4])([CH3:3])[CH3:2].[O-]P([O-])([O-])=O.[K+].[K+].[K+].[NH:40]1[C:44](B(O)O)=[CH:43][CH:42]=[N:41]1.CC(N(C)C)=O.